Task: Predict the reactants needed to synthesize the given product.. Dataset: Full USPTO retrosynthesis dataset with 1.9M reactions from patents (1976-2016) (1) Given the product [F:1][C:2]1[CH:7]=[C:6]([C:25]2[CH:30]=[CH:29][CH:28]=[CH:27][C:26]=2[S:31]([N:34]2[CH2:39][CH2:38][NH:37][CH2:36][CH2:35]2)(=[O:32])=[O:33])[CH:5]=[CH:4][C:3]=1[C:17]1[N:18]=[CH:19][C:20]([NH2:23])=[N:21][CH:22]=1, predict the reactants needed to synthesize it. The reactants are: [F:1][C:2]1[CH:7]=[C:6](B2OC(C)(C)C(C)(C)O2)[CH:5]=[CH:4][C:3]=1[C:17]1[N:18]=[CH:19][C:20]([NH2:23])=[N:21][CH:22]=1.Br[C:25]1[CH:30]=[CH:29][CH:28]=[CH:27][C:26]=1[S:31]([N:34]1[CH2:39][CH2:38][NH:37][CH2:36][CH2:35]1)(=[O:33])=[O:32]. (2) Given the product [CH3:28][O:27][C:22]1[CH:23]=[CH:24][CH:25]=[CH:26][C:21]=1[S:18]([N:15]1[CH2:14][CH2:13][N:12]([C:8]2[CH:7]=[N:6][C:5]3[C:10]([N:9]=2)=[CH:11][C:2]([C:54]2[CH:55]=[C:56]([NH:60][S:61]([CH:64]4[CH2:66][CH2:65]4)(=[O:62])=[O:63])[CH:57]=[N:58][CH:59]=2)=[CH:3][CH:4]=3)[CH2:17][CH2:16]1)(=[O:19])=[O:20], predict the reactants needed to synthesize it. The reactants are: Br[C:2]1[CH:11]=[C:10]2[C:5]([N:6]=[CH:7][C:8]([N:12]3[CH2:17][CH2:16][N:15]([S:18]([C:21]4[CH:26]=[CH:25][CH:24]=[CH:23][C:22]=4[O:27][CH3:28])(=[O:20])=[O:19])[CH2:14][CH2:13]3)=[N:9]2)=[CH:4][CH:3]=1.B1(B2OC(C)(C)C(C)(C)O2)OC(C)(C)C(C)(C)O1.C([O-])(=O)C.[K+].[Br-].Br[C:54]1[CH:55]=[C:56]([NH:60][S:61]([CH:64]2[CH2:66][CH2:65]2)(=[O:63])=[O:62])[CH:57]=[N:58][CH:59]=1.C(=O)([O-])[O-].[K+].[K+]. (3) Given the product [Cl:1][C:2]1[CH:3]=[C:4]([C:5]2[N:15]=[CH:17][NH:24][N:7]=2)[CH:8]=[C:9]([CH3:11])[N:10]=1, predict the reactants needed to synthesize it. The reactants are: [Cl:1][C:2]1[CH:3]=[C:4]([CH:8]=[C:9]([CH3:11])[N:10]=1)[C:5]([NH2:7])=O.COC(OC)[N:15]([CH3:17])C.C(O)(=O)C.[NH2:24]N. (4) Given the product [CH3:10][O:11][C:12](=[O:37])[C:13]1[CH:18]=[CH:17][CH:16]=[C:15]([CH2:19][N:20]2[C:31]3[C:36](=[CH:35][CH:34]=[CH:33][CH:32]=3)/[C:22](=[C:23](\[C:5]3[CH:6]=[CH:7][C:2]([F:1])=[C:3]([F:9])[CH:4]=3)/[C:24]3[CH:25]=[CH:26][CH:27]=[CH:28][CH:29]=3)/[C:21]2=[O:30])[CH:14]=1, predict the reactants needed to synthesize it. The reactants are: [F:1][C:2]1[CH:7]=[CH:6][C:5](I)=[CH:4][C:3]=1[F:9].[CH3:10][O:11][C:12](=[O:37])[C:13]1[CH:18]=[CH:17][CH:16]=[C:15]([CH2:19][N:20]([C:31]2[CH:36]=[CH:35][CH:34]=[CH:33][CH:32]=2)[C:21](=[O:30])[C:22]#[C:23][C:24]2[CH:29]=[CH:28][CH:27]=[CH:26][CH:25]=2)[CH:14]=1. (5) Given the product [CH3:1][O:2][C:3](=[O:14])[C:4]1[CH:9]=[CH:8][C:7]([N+:10]([O-:12])=[O:11])=[CH:6][C:5]=1/[CH:13]=[CH:20]/[N:21]([CH3:23])[CH3:22], predict the reactants needed to synthesize it. The reactants are: [CH3:1][O:2][C:3](=[O:14])[C:4]1[CH:9]=[CH:8][C:7]([N+:10]([O-:12])=[O:11])=[CH:6][C:5]=1[CH3:13].C(O[CH:20](N(C)C)[N:21]([CH3:23])[CH3:22])(C)(C)C. (6) The reactants are: [Br:1][C:2]1[CH:3]=C(CC(O)=O)C=[CH:6][C:7]=1C#N.[C:14]([N:21]1[CH2:26][CH2:25][CH:24]([NH2:27])[CH2:23][CH2:22]1)([O:16][C:17]([CH3:20])([CH3:19])[CH3:18])=[O:15].CCN=C=N[CH2:33][CH2:34][CH2:35][N:36](C)C.Cl.C(N(C(C)C)CC)(C)C.C([O:52][CH2:53][CH3:54])(=O)C. Given the product [C:14]([N:21]1[CH2:26][CH2:25][CH:24]([NH:27][C:53](=[O:52])[CH2:54][C:7]2[CH:6]=[CH:33][C:34]([C:35]#[N:36])=[CH:3][C:2]=2[Br:1])[CH2:23][CH2:22]1)([O:16][C:17]([CH3:20])([CH3:19])[CH3:18])=[O:15], predict the reactants needed to synthesize it. (7) Given the product [CH3:5][C:6]1[CH:7]=[C:8]2[C:12](=[CH:13][CH:14]=1)[NH:11][N:10]=[C:9]2[C:15]1[N:16]=[N:17][N:18]([C:20]2[CH:27]=[CH:26][C:23]([CH2:24][N:28]3[CH2:32][CH2:31][CH2:30][CH2:29]3)=[CH:22][CH:21]=2)[CH:19]=1, predict the reactants needed to synthesize it. The reactants are: C([BH3-])#N.[Na+].[CH3:5][C:6]1[CH:7]=[C:8]2[C:12](=[CH:13][CH:14]=1)[NH:11][N:10]=[C:9]2[C:15]1[N:16]=[N:17][N:18]([C:20]2[CH:27]=[CH:26][C:23]([CH:24]=O)=[CH:22][CH:21]=2)[CH:19]=1.[NH:28]1[CH2:32][CH2:31][CH2:30][CH2:29]1.[BH4-].[Na+]. (8) Given the product [CH3:1][N:2]([C:4]([C:20]1[CH:19]=[CH:7][CH:6]=[CH:5][CH:10]=1)=[Se:11])[NH:3][C:12](=[O:18])[CH2:13][C:14]([NH:3][N:2]([CH3:1])[C:4]([C:5]1[CH:6]=[CH:7][CH:8]=[CH:9][CH:10]=1)=[Se:11])=[O:15], predict the reactants needed to synthesize it. The reactants are: [CH3:1][N:2]([C:4](=[Se:11])[C:5]1[CH:10]=[CH:9][CH:8]=[CH:7][CH:6]=1)[NH2:3].[C:12]([OH:18])(=O)[CH2:13][C:14](O)=[O:15].[CH2:19](Cl)[CH2:20]Cl. (9) Given the product [Br:1][C:2]1[CH:7]=[C:6](/[CH:8]=[CH:9]/[C:10]2[CH:15]=[CH:14][C:13]([N+:16]([O-:18])=[O:17])=[CH:12][C:11]=2[CH2:19][O:20][CH3:29])[C:5]([O:21][CH3:22])=[C:4]([C:23]([CH3:26])([CH3:25])[CH3:24])[CH:3]=1, predict the reactants needed to synthesize it. The reactants are: [Br:1][C:2]1[CH:3]=[C:4]([C:23]([CH3:26])([CH3:25])[CH3:24])[C:5]([O:21][CH3:22])=[C:6](/[CH:8]=[CH:9]/[C:10]2[CH:15]=[CH:14][C:13]([N+:16]([O-:18])=[O:17])=[CH:12][C:11]=2[CH2:19][OH:20])[CH:7]=1.[H-].[Na+].[CH3:29]I.